This data is from Reaction yield outcomes from USPTO patents with 853,638 reactions. The task is: Predict the reaction yield, written as a fraction of the theoretical maximum amount of product (1.0 means a 100% yield; for example, 0.34 means a 34% yield). (1) The reactants are [C:1]([O:5][C:6]([N:8]1[CH2:12][C@H:11]([CH2:13][C:14]2[CH:19]=[CH:18][C:17]([F:20])=[CH:16][C:15]=2[CH3:21])[CH2:10][C@H:9]1[C:22](O)=[O:23])=[O:7])([CH3:4])([CH3:3])[CH3:2].[F:25][C:26]1[CH:39]=[CH:38][C:29]([O:30][C:31]2[CH:37]=[CH:36][C:34]([NH2:35])=[CH:33][CH:32]=2)=[CH:28][CH:27]=1.CCN(C(C)C)C(C)C.CN(C(ON1N=NC2C=CC=NC1=2)=[N+](C)C)C.F[P-](F)(F)(F)(F)F. The catalyst is CN(C=O)C.C(OCC)(=O)C. The product is [F:20][C:17]1[CH:18]=[CH:19][C:14]([CH2:13][C@H:11]2[CH2:12][N:8]([C:6]([O:5][C:1]([CH3:4])([CH3:3])[CH3:2])=[O:7])[C@H:9]([C:22](=[O:23])[NH:35][C:34]3[CH:33]=[CH:32][C:31]([O:30][C:29]4[CH:38]=[CH:39][C:26]([F:25])=[CH:27][CH:28]=4)=[CH:37][CH:36]=3)[CH2:10]2)=[C:15]([CH3:21])[CH:16]=1. The yield is 1.03. (2) The reactants are [CH2:1]([Br:8])[C:2]1[CH:7]=[CH:6][CH:5]=[CH:4][CH:3]=1.[S:9]1[CH2:13][CH2:12][CH2:11][CH2:10]1. The catalyst is CC(C)=O. The product is [Br-:8].[CH2:1]([S+:9]1[CH2:13][CH2:12][CH2:11][CH2:10]1)[C:2]1[CH:7]=[CH:6][CH:5]=[CH:4][CH:3]=1. The yield is 0.880. (3) The yield is 0.560. The catalyst is C1COCC1.C(Cl)Cl.C1C=CC(/C=C/C(/C=C/C2C=CC=CC=2)=O)=CC=1.C1C=CC(/C=C/C(/C=C/C2C=CC=CC=2)=O)=CC=1.C1C=CC(/C=C/C(/C=C/C2C=CC=CC=2)=O)=CC=1.[Pd].[Pd].C1(C2C=CC=CC=2)C=CC=CC=1P(C1CCCCC1)C1CCCCC1.CCOC(C)=O. The product is [CH3:61][C:57]1[CH:56]=[C:55]([C:33]2[C:30]3[CH:31]=[N:32][C:27]([NH2:67])=[CH:28][C:29]=3[N:35]([C:36]([C:37]3[CH:42]=[CH:41][CH:40]=[CH:39][CH:38]=3)([C:43]3[CH:48]=[CH:47][CH:46]=[CH:45][CH:44]=3)[C:49]3[CH:50]=[CH:51][CH:52]=[CH:53][CH:54]=3)[N:34]=2)[CH:60]=[CH:59][N:58]=1. The reactants are C1(C2C=CC=CC=2)C=CC=CC=1P(C1CCCCC1)C1CCCCC1.Cl[C:27]1[N:32]=[CH:31][C:30]2[C:33]([C:55]3[CH:60]=[CH:59][N:58]=[C:57]([CH3:61])[CH:56]=3)=[N:34][N:35]([C:36]([C:49]3[CH:54]=[CH:53][CH:52]=[CH:51][CH:50]=3)([C:43]3[CH:48]=[CH:47][CH:46]=[CH:45][CH:44]=3)[C:37]3[CH:42]=[CH:41][CH:40]=[CH:39][CH:38]=3)[C:29]=2[CH:28]=1.[Li+].C[Si]([N-:67][Si](C)(C)C)(C)C.CO.